Dataset: Forward reaction prediction with 1.9M reactions from USPTO patents (1976-2016). Task: Predict the product of the given reaction. (1) Given the reactants [CH:1]1(N=C=NC2CCCCC2)CCCCC1.[CH3:16][C:17]1[CH:18]=[C:19]([CH2:24][C:25]([OH:27])=O)[CH:20]=[C:21]([CH3:23])[CH:22]=1.[NH2:28][C@H:29]([C:37]([OH:39])=[O:38])[CH2:30][C:31]1[CH:36]=[CH:35][CH:34]=[CH:33][CH:32]=1, predict the reaction product. The product is: [CH3:23][C:21]1[CH:20]=[C:19]([CH2:24][C:25]([NH:28][CH:29]([CH2:30][C:31]2[CH:36]=[CH:35][CH:34]=[CH:33][CH:32]=2)[C:37]([O:39][CH3:1])=[O:38])=[O:27])[CH:18]=[C:17]([CH3:16])[CH:22]=1. (2) Given the reactants [C:1]([NH:4][C:5]1[S:6][C:7]([C:11]2[CH:19]=[CH:18][C:14]([C:15]([OH:17])=O)=[CH:13][CH:12]=2)=[C:8]([CH3:10])[N:9]=1)(=[O:3])[CH3:2].CN(C(ON1N=NC2C=CC=NC1=2)=[N+](C)C)C.F[P-](F)(F)(F)(F)F.CCN(C(C)C)C(C)C.[CH2:53]([CH2:55][NH2:56])[OH:54], predict the reaction product. The product is: [C:1]([NH:4][C:5]1[S:6][C:7]([C:11]2[CH:12]=[CH:13][C:14]([C:15]([NH:56][CH2:55][CH2:53][OH:54])=[O:17])=[CH:18][CH:19]=2)=[C:8]([CH3:10])[N:9]=1)(=[O:3])[CH3:2]. (3) Given the reactants [Cl:1][C:2]1[CH:7]=[CH:6][C:5]([O:8][C:9](=[O:23])[N:10]([CH2:12][C@H:13]2[CH2:18][CH2:17][C@H:16]([CH2:19][CH2:20][CH2:21][OH:22])[CH2:15][CH2:14]2)[CH3:11])=[CH:4][CH:3]=1.[CH3:24][S:25](Cl)(=[O:27])=[O:26], predict the reaction product. The product is: [Cl:1][C:2]1[CH:3]=[CH:4][C:5]([O:8][C:9]([N:10]([CH2:12][C@H:13]2[CH2:18][CH2:17][C@H:16]([CH2:19][CH2:20][CH2:21][O:22][S:25]([CH3:24])(=[O:27])=[O:26])[CH2:15][CH2:14]2)[CH3:11])=[O:23])=[CH:6][CH:7]=1. (4) Given the reactants [CH3:1][N:2]([CH2:10][CH2:11][N:12]1[CH2:17][CH2:16][CH:15]([C:18]2[CH:19]=[C:20]3[C:24](=[CH:25][CH:26]=2)[NH:23][C:22]([C:27]2[CH:32]=[CH:31][CH:30]=[CH:29][C:28]=2[NH:33][S:34]([CH3:37])(=[O:36])=[O:35])=[CH:21]3)[CH2:14][CH2:13]1)[C:3](=[O:9])[O:4][C:5]([CH3:8])([CH3:7])[CH3:6].[B-](F)(F)(F)[F:39].[B-](F)(F)(F)F.C1[N+]2(CCl)CC[N+](F)(CC2)C1, predict the reaction product. The product is: [F:39][C:21]1[C:20]2[C:24](=[CH:25][CH:26]=[C:18]([CH:15]3[CH2:16][CH2:17][N:12]([CH2:11][CH2:10][N:2]([CH3:1])[C:3](=[O:9])[O:4][C:5]([CH3:8])([CH3:6])[CH3:7])[CH2:13][CH2:14]3)[CH:19]=2)[NH:23][C:22]=1[C:27]1[CH:32]=[CH:31][CH:30]=[CH:29][C:28]=1[NH:33][S:34]([CH3:37])(=[O:36])=[O:35]. (5) Given the reactants [Li+].[OH-:2].[S:3]1[CH:7]=[N:6][N:5]=[C:4]1[NH:8][C:9]1[CH:10]=[C:11]([B-:15](F)(F)F)[CH:12]=[CH:13][CH:14]=1.[K+].[NH4+].[Cl-].Cl.[OH2:23], predict the reaction product. The product is: [S:3]1[CH:7]=[N:6][N:5]=[C:4]1[NH:8][C:9]1[CH:10]=[C:11]([B:15]([OH:23])[OH:2])[CH:12]=[CH:13][CH:14]=1.